Predict the product of the given reaction. From a dataset of Forward reaction prediction with 1.9M reactions from USPTO patents (1976-2016). (1) Given the reactants [N:1]([CH:4]([C:6]1[N:7]=[C:8]2[S:23][CH:22]=[C:21]([CH3:24])[N:9]2[C:10](=[O:20])[C:11]=1[C:12]1[CH:17]=[C:16]([F:18])[CH:15]=[C:14]([Cl:19])[CH:13]=1)[CH3:5])=[N+]=[N-].CP(C)C, predict the reaction product. The product is: [NH2:1][CH:4]([C:6]1[N:7]=[C:8]2[S:23][CH:22]=[C:21]([CH3:24])[N:9]2[C:10](=[O:20])[C:11]=1[C:12]1[CH:17]=[C:16]([F:18])[CH:15]=[C:14]([Cl:19])[CH:13]=1)[CH3:5]. (2) Given the reactants [Br:1][C:2]1[CH:10]=[CH:9][C:5]([CH2:6][CH2:7][NH2:8])=[CH:4][CH:3]=1.[C:11]([O-:14])([O-])=[O:12].[K+].[K+], predict the reaction product. The product is: [C:11]([NH:8][CH2:7][CH2:6][C:5]1[CH:9]=[CH:10][C:2]([Br:1])=[CH:3][CH:4]=1)([O:14][C:5]([CH3:9])([CH3:6])[CH3:4])=[O:12]. (3) Given the reactants Cl.[NH2:2][C:3]1[CH:7]=[CH:6][S:5][C:4]=1[C:8]1[O:12][C:11]([NH2:13])=[N:10][N:9]=1.[Cl:14][C:15]1[CH:25]=[C:24]([F:26])[C:23]([F:27])=[CH:22][C:16]=1[C:17]([N:19]=[C:20]=[O:21])=[O:18], predict the reaction product. The product is: [NH2:13][C:11]1[O:12][C:8]([C:4]2[S:5][CH:6]=[CH:7][C:3]=2[NH:2][C:20]([NH:19][C:17](=[O:18])[C:16]2[CH:22]=[C:23]([F:27])[C:24]([F:26])=[CH:25][C:15]=2[Cl:14])=[O:21])=[N:9][N:10]=1. (4) Given the reactants [O:1]([CH2:4][N:5]1[CH:9]=[CH:8][N:7]=[CH:6]1)[CH2:2][CH3:3].C([Li])CCC.[Cl-].[CH2:16]([N:19]([CH2:33][CH2:34][CH3:35])[C:20]([C:22]1[CH:23]=[C:24]([CH:29]=[C:30](I)[CH:31]=1)[C:25]([O:27][CH3:28])=[O:26])=[O:21])[CH2:17][CH3:18], predict the reaction product. The product is: [CH2:33]([N:19]([CH2:16][CH2:17][CH3:18])[C:20]([C:22]1[CH:23]=[C:24]([CH:29]=[C:30]([C:6]2[N:5]([CH2:4][O:1][CH2:2][CH3:3])[CH:9]=[CH:8][N:7]=2)[CH:31]=1)[C:25]([O:27][CH3:28])=[O:26])=[O:21])[CH2:34][CH3:35]. (5) The product is: [Cl:16][C:14]1[CH:13]=[CH:12][N:11]=[C:10]([N:4]2[CH2:5][C@H:6]([CH3:8])[O:7][C@H:2]([CH3:1])[CH2:3]2)[CH:15]=1. Given the reactants [CH3:1][C@H:2]1[O:7][C@@H:6]([CH3:8])[CH2:5][NH:4][CH2:3]1.Cl[C:10]1[CH:15]=[C:14]([Cl:16])[CH:13]=[CH:12][N:11]=1.C(=O)([O-])[O-].[K+].[K+], predict the reaction product. (6) Given the reactants [C:1]([C@@:3]1([OH:20])[C@H:7]([OH:8])[C@@H:6]([CH2:9][OH:10])[O:5][C@H:4]1[N:11]1[CH:16]=[CH:15][C:14]([O:17][CH3:18])=[N:13][C:12]1=[O:19])#[CH:2].CN(C1C2C(N(C)C)=CC=CC=2C=CC=1)C.[P:37](Cl)(Cl)(=[O:45])[O:38][C:39]1[CH:44]=[CH:43][CH:42]=[CH:41][CH:40]=1.[NH2:48][C@@H:49]([CH3:56])[C:50]([O:52][CH:53]([CH3:55])[CH3:54])=[O:51].C(N(CC)CC)C, predict the reaction product. The product is: [C:1]([C@:3]1([OH:20])[C@H:4]([N:11]2[CH:16]=[CH:15][C:14]([O:17][CH3:18])=[N:13][C:12]2=[O:19])[O:5][C@H:6]([CH2:9][O:10][P:37]([NH:48][C@@H:49]([CH3:56])[C:50]([O:52][CH:53]([CH3:55])[CH3:54])=[O:51])([O:38][C:39]2[CH:44]=[CH:43][CH:42]=[CH:41][CH:40]=2)=[O:45])[C@H:7]1[OH:8])#[CH:2]. (7) Given the reactants [CH3:1][C:2]1[CH:7]=[C:6]([CH3:8])[CH:5]=[C:4]([CH3:9])[C:3]=1[CH2:10][C:11]#[N:12].[N+:13]([O-])([OH:15])=[O:14].OS(O)(=O)=O, predict the reaction product. The product is: [C:11]([CH2:10][C:3]1[C:4]([CH3:9])=[C:5]([N+:13]([O-:15])=[O:14])[C:6]([CH3:8])=[CH:7][C:2]=1[CH3:1])#[N:12]. (8) Given the reactants [NH:1]1[C:9]2[C:4](=[CH:5][CH:6]=[CH:7][CH:8]=2)[C:3]([CH2:10][C:11]([C:14]2[CH:19]=[CH:18][CH:17]=[CH:16][CH:15]=2)=[N:12]O)=[CH:2]1.[Na].O, predict the reaction product. The product is: [NH:1]1[C:9]2[C:4](=[CH:5][CH:6]=[CH:7][CH:8]=2)[C:3]([CH2:10][CH:11]([NH2:12])[C:14]2[CH:15]=[CH:16][CH:17]=[CH:18][CH:19]=2)=[CH:2]1. (9) The product is: [F:1][CH:2]([F:14])[O:3][C:4]1[CH:11]=[CH:10][C:7]([CH2:8][OH:9])=[CH:6][C:5]=1[O:12][CH3:13]. Given the reactants [F:1][CH:2]([F:14])[O:3][C:4]1[CH:11]=[CH:10][C:7]([CH:8]=[O:9])=[CH:6][C:5]=1[O:12][CH3:13].[BH4-].[Na+].[Cl-].[NH4+], predict the reaction product.